Dataset: Peptide-MHC class I binding affinity with 185,985 pairs from IEDB/IMGT. Task: Regression. Given a peptide amino acid sequence and an MHC pseudo amino acid sequence, predict their binding affinity value. This is MHC class I binding data. (1) The peptide sequence is SRSKPAAMY. The MHC is HLA-A26:01 with pseudo-sequence HLA-A26:01. The binding affinity (normalized) is 0.0847. (2) The peptide sequence is YRHDGGNVL. The MHC is HLA-B57:01 with pseudo-sequence HLA-B57:01. The binding affinity (normalized) is 0. (3) The peptide sequence is IFRRDQIWF. The MHC is HLA-A26:03 with pseudo-sequence HLA-A26:03. The binding affinity (normalized) is 0.0847.